This data is from NCI-60 drug combinations with 297,098 pairs across 59 cell lines. The task is: Regression. Given two drug SMILES strings and cell line genomic features, predict the synergy score measuring deviation from expected non-interaction effect. (1) Drug 1: C1CNP(=O)(OC1)N(CCCl)CCCl. Drug 2: B(C(CC(C)C)NC(=O)C(CC1=CC=CC=C1)NC(=O)C2=NC=CN=C2)(O)O. Synergy scores: CSS=21.2, Synergy_ZIP=2.22, Synergy_Bliss=0.204, Synergy_Loewe=-68.6, Synergy_HSA=-3.17. Cell line: NCI-H522. (2) Drug 1: CN1C(=O)N2C=NC(=C2N=N1)C(=O)N. Drug 2: C1=NNC2=C1C(=O)NC=N2. Cell line: SNB-75. Synergy scores: CSS=1.45, Synergy_ZIP=0.430, Synergy_Bliss=3.59, Synergy_Loewe=1.17, Synergy_HSA=1.36.